From a dataset of Reaction yield outcomes from USPTO patents with 853,638 reactions. Predict the reaction yield, written as a fraction of the theoretical maximum amount of product (1.0 means a 100% yield; for example, 0.34 means a 34% yield). (1) The yield is 0.410. The reactants are [F:1][C:2]([F:28])([F:27])[C:3]1[CH:4]=[C:5]([N:9]([CH2:19][C:20](OC(C)(C)C)=[O:21])[S:10]([C:13]2[CH:18]=[CH:17][CH:16]=[CH:15][CH:14]=2)(=[O:12])=[O:11])[CH:6]=[CH:7][CH:8]=1.[CH3:29][N:30]1[CH2:35][CH2:34][NH:33][CH2:32][CH2:31]1.CCN(CC)CC.C(Cl)CCl.C1C=CC2N(O)N=NC=2C=1. The product is [CH3:29][N:30]1[CH2:35][CH2:34][N:33]([C:20](=[O:21])[CH2:19][N:9]([C:5]2[CH:6]=[CH:7][CH:8]=[C:3]([C:2]([F:1])([F:27])[F:28])[CH:4]=2)[S:10]([C:13]2[CH:14]=[CH:15][CH:16]=[CH:17][CH:18]=2)(=[O:12])=[O:11])[CH2:32][CH2:31]1. The catalyst is C(Cl)Cl.CO. (2) The reactants are [CH3:1][C:2]([C:4]1[CH:13]=[CH:12][C:11]2[C:6](=[CH:7][CH:8]=[CH:9][CH:10]=2)[C:5]=1[OH:14])=[O:3].[CH3:15][O:16][C:17]1[CH:18]=[C:19]([CH:22]=[C:23]([O:27][CH3:28])[C:24]=1[O:25][CH3:26])[CH:20]=O.N1CCCCC1.N1C=CC=CC=1. The catalyst is C(O)C. The product is [CH3:28][O:27][C:23]1[CH:22]=[C:19]([CH:20]2[CH2:1][C:2](=[O:3])[C:4]3[C:5](=[C:6]4[CH:7]=[CH:8][CH:9]=[CH:10][C:11]4=[CH:12][CH:13]=3)[O:14]2)[CH:18]=[C:17]([O:16][CH3:15])[C:24]=1[O:25][CH3:26]. The yield is 0.390. (3) The reactants are [CH:1]([O:4][C:5]([N:7]1[CH2:12][CH2:11][CH:10]([OH:13])[CH2:9][CH2:8]1)=[O:6])([CH3:3])[CH3:2].[Cl:14][C:15]1[C:20]([O:21][CH3:22])=[C:19](Cl)[N:18]=[CH:17][N:16]=1. The catalyst is C1COCC1.CC(C)([O-])C.[K+]. The product is [CH:1]([O:4][C:5]([N:7]1[CH2:8][CH2:9][CH:10]([O:13][C:19]2[C:20]([O:21][CH3:22])=[C:15]([Cl:14])[N:16]=[CH:17][N:18]=2)[CH2:11][CH2:12]1)=[O:6])([CH3:3])[CH3:2]. The yield is 0.850. (4) The reactants are [C:1]([N:8]1[CH2:14][CH2:13][CH2:12][C@H:9]1[CH2:10][OH:11])([O:3][C:4]([CH3:7])([CH3:6])[CH3:5])=[O:2].O[C:16]1[CH:26]=[CH:25][C:19]([C:20]([O:22][CH2:23][CH3:24])=[O:21])=[CH:18][CH:17]=1.C1(P(C2C=CC=CC=2)C2C=CC=CC=2)C=CC=CC=1.N(C(OCC)=O)=NC(OCC)=O. The catalyst is C1COCC1. The product is [C:4]([O:3][C:1]([N:8]1[CH2:14][CH2:13][CH2:12][C@H:9]1[CH2:10][O:11][C:16]1[CH:26]=[CH:25][C:19]([C:20]([O:22][CH2:23][CH3:24])=[O:21])=[CH:18][CH:17]=1)=[O:2])([CH3:7])([CH3:6])[CH3:5]. The yield is 0.930. (5) The reactants are Cl[C:2]1[N:7]=[C:6]([C:8]2[CH:17]=[CH:16][C:15]3[C:10](=[CH:11][CH:12]=[CH:13][CH:14]=3)[CH:9]=2)[CH:5]=[CH:4][N:3]=1.[N:18]([CH2:21][CH:22]1[CH2:27][CH2:26][NH:25][CH2:24][CH2:23]1)=[N+:19]=[N-:20].C(N(C(C)C)CC)(C)C.C(N(CC)CC)C. The catalyst is CN1CCCC1.CO.O. The product is [N:18]([CH2:21][CH:22]1[CH2:27][CH2:26][N:25]([C:2]2[N:7]=[C:6]([C:8]3[CH:17]=[CH:16][C:15]4[C:10](=[CH:11][CH:12]=[CH:13][CH:14]=4)[CH:9]=3)[CH:5]=[CH:4][N:3]=2)[CH2:24][CH2:23]1)=[N+:19]=[N-:20]. The yield is 0.592. (6) The reactants are [CH2:1]([C:8]1[CH:13]=[CH:12][C:11]([NH:14][C:15]2[N:23]=[CH:22][C:21]([F:24])=[CH:20][C:16]=2[C:17]([OH:19])=O)=[CH:10][CH:9]=1)[C:2]1[CH:7]=[CH:6][CH:5]=[CH:4][CH:3]=1.[NH2:25][CH:26]1[CH2:31][CH2:30][CH:29]([NH:32][C:33]([C:35]2[N:36]=[C:37]3[CH:42]=[CH:41][C:40]([F:43])=[CH:39][N:38]3[CH:44]=2)=[O:34])[CH2:28][CH2:27]1. The catalyst is C(#N)C. The product is [CH2:1]([C:8]1[CH:9]=[CH:10][C:11]([NH:14][C:15]2[C:16]([C:17]([NH:25][C@@H:26]3[CH2:31][CH2:30][C@H:29]([NH:32][C:33]([C:35]4[N:36]=[C:37]5[CH:42]=[CH:41][C:40]([F:43])=[CH:39][N:38]5[CH:44]=4)=[O:34])[CH2:28][CH2:27]3)=[O:19])=[CH:20][C:21]([F:24])=[CH:22][N:23]=2)=[CH:12][CH:13]=1)[C:2]1[CH:3]=[CH:4][CH:5]=[CH:6][CH:7]=1. The yield is 0.670. (7) The yield is 0.814. The catalyst is CS(C)=O.CO.C(Cl)Cl. The product is [CH3:32][C:31]1[CH:30]=[C:29]([CH3:33])[NH:28][C:27](=[O:34])[C:26]=1[CH2:25][NH:24][C:21]([C:11]1[C:12]2[CH:17]=[N:16][N:15]([CH:18]([CH3:20])[CH3:19])[C:13]=2[N:14]=[C:9]([C:5]2[CH:6]=[CH:7][CH:8]=[C:3]([CH2:2][OH:1])[CH:4]=2)[CH:10]=1)=[O:22]. The reactants are [OH:1][CH2:2][C:3]1[CH:4]=[C:5]([C:9]2[CH:10]=[C:11]([C:21](O)=[O:22])[C:12]3[CH:17]=[N:16][N:15]([CH:18]([CH3:20])[CH3:19])[C:13]=3[N:14]=2)[CH:6]=[CH:7][CH:8]=1.[NH2:24][CH2:25][C:26]1[C:27](=[O:34])[NH:28][C:29]([CH3:33])=[CH:30][C:31]=1[CH3:32].C1CN([P+](ON2N=NC3C=CC=CC2=3)(N2CCCC2)N2CCCC2)CC1.F[P-](F)(F)(F)(F)F.C([O-])(O)=O.[Na+]. (8) The reactants are O1CCOCC1.[F:7][C:8]([F:12])([F:11])[CH2:9][NH2:10].CCN(C(C)C)C(C)C.Cl[S:23]([CH2:26][CH2:27][NH:28][C:29](=[O:38])[O:30][CH2:31][C:32]1[CH:37]=[CH:36][CH:35]=[CH:34][CH:33]=1)(=[O:25])=[O:24]. The catalyst is C(#N)C. The product is [F:7][C:8]([F:12])([F:11])[CH2:9][NH:10][S:23]([CH2:26][CH2:27][NH:28][C:29](=[O:38])[O:30][CH2:31][C:32]1[CH:37]=[CH:36][CH:35]=[CH:34][CH:33]=1)(=[O:25])=[O:24]. The yield is 0.390. (9) The catalyst is CN(C=O)C.CCOC(C)=O. The product is [Cl:8][C:6]1[CH:5]=[C:4]([NH:9][CH2:10][C:11]([N:20]2[CH2:14][CH2:15][CH2:16][C@@H:17]([N:22]([CH3:24])[C:44]3[N:43]=[CH:42][N:41]=[C:40]4[NH:39][N:38]=[CH:37][C:45]=34)[CH2:18]2)=[O:13])[CH:3]=[C:2]([Cl:1])[CH:7]=1. The reactants are [Cl:1][C:2]1[CH:3]=[C:4]([NH:9][CH2:10][C:11]([OH:13])=O)[CH:5]=[C:6]([Cl:8])[CH:7]=1.[CH:14]1[CH:15]=[CH:16][C:17]2[N:22](O)N=[N:20][C:18]=2C=1.[CH3:24]CN=C=NCCCN(C)C.CN([C@@H]1CCCNC1)[C:37]1[C:45]2[C:40](=[N:41][CH:42]=[N:43][CH:44]=2)[NH:39][N:38]=1.CCN(C(C)C)C(C)C. The yield is 0.148. (10) The reactants are [Cl:1][C:2]1[CH:19]=[CH:18][C:5]([CH2:6][N:7]2[CH2:12][CH2:11][CH:10]([NH:13][CH2:14][CH2:15][CH2:16][OH:17])[CH2:9][CH2:8]2)=[CH:4][CH:3]=1.CCN(CC)CC.[C:27](O[C:27]([O:29][C:30]([CH3:33])([CH3:32])[CH3:31])=[O:28])([O:29][C:30]([CH3:33])([CH3:32])[CH3:31])=[O:28]. The catalyst is ClCCl. The product is [Cl:1][C:2]1[CH:19]=[CH:18][C:5]([CH2:6][N:7]2[CH2:8][CH2:9][CH:10]([N:13]([CH2:14][CH2:15][CH2:16][OH:17])[C:27](=[O:28])[O:29][C:30]([CH3:33])([CH3:32])[CH3:31])[CH2:11][CH2:12]2)=[CH:4][CH:3]=1. The yield is 0.980.